From a dataset of Full USPTO retrosynthesis dataset with 1.9M reactions from patents (1976-2016). Predict the reactants needed to synthesize the given product. (1) Given the product [CH3:11][C:4]1[C:5]2[N:6]([CH:8]=[CH:9][N:10]=2)[CH:7]=[C:2]([C:17]2[CH:18]=[CH:19][C:14]([C:13]([F:24])([F:23])[F:12])=[CH:15][CH:16]=2)[CH:3]=1, predict the reactants needed to synthesize it. The reactants are: Br[C:2]1[CH:3]=[C:4]([CH3:11])[C:5]2[N:6]([CH:8]=[CH:9][N:10]=2)[CH:7]=1.[F:12][C:13]([F:24])([F:23])[C:14]1[CH:19]=[CH:18][C:17](B(O)O)=[CH:16][CH:15]=1.C([O-])([O-])=O.[Na+].[Na+]. (2) Given the product [CH:22]1([N:25]2[C:33]3[C:28](=[C:29]([O:37][CH3:38])[CH:30]=[C:31]([C:34]([N:54]4[CH2:55][CH2:56][C:51]5([CH2:50][C:49](=[O:61])[C:48]6[C:58](=[CH:59][CH:60]=[C:46]([C:43]7[NH:42][C:41](=[O:40])[O:45][N:44]=7)[CH:47]=6)[O:57]5)[CH2:52][CH2:53]4)=[O:36])[CH:32]=3)[CH:27]=[CH:26]2)[CH2:23][CH2:24]1, predict the reactants needed to synthesize it. The reactants are: C1C=CC2N(O)N=NC=2C=1.CCN=C=NCCCN(C)C.[CH:22]1([N:25]2[C:33]3[C:28](=[C:29]([O:37][CH3:38])[CH:30]=[C:31]([C:34]([OH:36])=O)[CH:32]=3)[CH:27]=[CH:26]2)[CH2:24][CH2:23]1.Cl.[O:40]=[C:41]1[O:45][N:44]=[C:43]([C:46]2[CH:47]=[C:48]3[C:58](=[CH:59][CH:60]=2)[O:57][C:51]2([CH2:56][CH2:55][NH:54][CH2:53][CH2:52]2)[CH2:50][C:49]3=[O:61])[NH:42]1. (3) Given the product [C:21]([C:24]1[CH:39]=[CH:38][C:27]([O:28][CH2:29][C:30]2[CH:37]=[C:36]([CH:35]=[CH:32][CH:31]=2)[CH2:7][N:5]2[CH2:4][CH:3]([C:1]#[N:2])[CH2:6]2)=[C:26]([CH2:40][CH2:41][CH3:42])[C:25]=1[OH:43])(=[O:23])[CH3:22], predict the reactants needed to synthesize it. The reactants are: [C:1]([CH:3]1[CH2:6][N:5]([C:7](OC(C)(C)C)=O)[CH2:4]1)#[N:2].C(O)(C(F)(F)F)=O.[C:21]([C:24]1[CH:39]=[CH:38][C:27]([O:28][CH2:29][C:30]2[CH:31]=[C:32]([CH:35]=[CH:36][CH:37]=2)C=O)=[C:26]([CH2:40][CH2:41][CH3:42])[C:25]=1[OH:43])(=[O:23])[CH3:22].[BH-](OC(C)=O)(OC(C)=O)OC(C)=O.[Na+]. (4) Given the product [Br:1][C:2]1[CH:3]=[C:4]([C:20]([O:22][C:27]([CH3:30])([CH3:29])[CH3:28])=[O:21])[C:5]2[C:6]3[CH:7]=[C:8]([C:15]([O:17][CH2:18][CH3:19])=[O:16])[CH:9]=[CH:10][C:11]=3[NH:12][C:13]=2[CH:14]=1, predict the reactants needed to synthesize it. The reactants are: [Br:1][C:2]1[CH:3]=[C:4]([C:20]([OH:22])=[O:21])[C:5]2[C:6]3[CH2:7][CH:8]([C:15]([O:17][CH2:18][CH3:19])=[O:16])[CH2:9][CH2:10][C:11]=3[NH:12][C:13]=2[CH:14]=1.ClC(Cl)(Cl)C(=N)O[C:27]([CH3:30])([CH3:29])[CH3:28].B(F)(F)F.CCOCC.C([O-])(O)=O.[Na+].